From a dataset of Catalyst prediction with 721,799 reactions and 888 catalyst types from USPTO. Predict which catalyst facilitates the given reaction. (1) Reactant: C[C:2]1[C:16]([C:17](O)=[O:18])=[CH:15][C:5]2[N:6]([CH3:14])[C:7]([CH2:9][C:10]([OH:13])([CH3:12])[CH3:11])=[N:8][C:4]=2[C:3]=1[C:20]1[CH:25]=[CH:24][C:23]([F:26])=[CH:22][CH:21]=1.Cl.[CH3:28][C:29]1[N:33]=[C:32]([C@H:34]([NH2:36])[CH3:35])[O:31][N:30]=1.ON1C2N=CC=CC=2N=N1.C(N=C=NCCCN(C)C)C.C(N(CC)CC)C. Product: [F:26][C:23]1[CH:22]=[CH:21][C:20]([C:3]2[C:4]3[N:8]=[C:7]([CH2:9][C:10]([OH:13])([CH3:11])[CH3:12])[N:6]([CH3:14])[C:5]=3[CH:15]=[C:16]([C:17]([NH:36][C@@H:34]([C:32]3[O:31][N:30]=[C:29]([CH3:28])[N:33]=3)[CH3:35])=[O:18])[CH:2]=2)=[CH:25][CH:24]=1. The catalyst class is: 3. (2) The catalyst class is: 173. Product: [CH2:34]([N:41]1[C:45]([C:46]([F:49])([F:48])[F:47])=[C:44]([CH3:50])[C:43]([Br:51])=[C:42]1[C:52]([NH:60][CH2:55][C:56]([CH3:59])([CH3:58])[CH3:57])=[O:53])[C:35]1[CH:36]=[CH:37][CH:38]=[CH:39][CH:40]=1. Reactant: CN(C(ON1N=NC2C=CC=NC1=2)=[N+](C)C)C.F[P-](F)(F)(F)(F)F.CCN(C(C)C)C(C)C.[CH2:34]([N:41]1[C:45]([C:46]([F:49])([F:48])[F:47])=[C:44]([CH3:50])[C:43]([Br:51])=[C:42]1[C:52](O)=[O:53])[C:35]1[CH:40]=[CH:39][CH:38]=[CH:37][CH:36]=1.[CH2:55]([NH2:60])[C:56]([CH3:59])([CH3:58])[CH3:57]. (3) Reactant: [Cl:1][C:2]1[CH:7]=[CH:6][C:5]([C:8]([C:11]2[N:15]([C:16]3[CH:21]=[CH:20][C:19]([F:22])=[CH:18][CH:17]=3)[C:14]([S:23][CH2:24][C:25]3[C:34]([F:35])=[CH:33][C:28]([O:29][CH2:30][CH2:31]O)=[CH:27][C:26]=3[F:36])=[N:13][CH:12]=2)([CH3:10])[CH3:9])=[CH:4][C:3]=1[O:37][CH3:38].C1C=CC(P(C2C=CC=CC=2)C2C=CC=CC=2)=CC=1.[C:58]([O:62][C:63]([NH:65][C:66]([NH:68][C:69]([O:71][C:72]([CH3:75])([CH3:74])[CH3:73])=[O:70])=[NH:67])=[O:64])([CH3:61])([CH3:60])[CH3:59].CC(OC(/N=N/C(OC(C)C)=O)=O)C. Product: [C:72]([O:71][C:69](=[O:70])[N:68]=[C:66]([NH:65][C:63]([O:62][C:58]([CH3:61])([CH3:60])[CH3:59])=[O:64])[NH:67][CH2:31][CH2:30][O:29][C:28]1[CH:33]=[C:34]([F:35])[C:25]([CH2:24][S:23][C:14]2[N:15]([C:16]3[CH:17]=[CH:18][C:19]([F:22])=[CH:20][CH:21]=3)[C:11]([C:8]([C:5]3[CH:6]=[CH:7][C:2]([Cl:1])=[C:3]([O:37][CH3:38])[CH:4]=3)([CH3:10])[CH3:9])=[CH:12][N:13]=2)=[C:26]([F:36])[CH:27]=1)([CH3:75])([CH3:74])[CH3:73]. The catalyst class is: 49. (4) Reactant: [NH2:1][CH2:2][CH2:3][NH:4][C:5](=[O:26])[CH:6]([CH2:13][CH2:14][CH2:15][CH2:16][CH2:17][CH2:18][O:19]C1CCCCO1)[C:7]([NH:9][CH2:10][CH2:11][NH2:12])=[O:8].O.C1(C)C=CC(S(O)(=O)=O)=CC=1.[OH-].[NH4+]. Product: [NH2:1][CH2:2][CH2:3][NH:4][C:5](=[O:26])[CH:6]([CH2:13][CH2:14][CH2:15][CH2:16][CH2:17][CH2:18][OH:19])[C:7]([NH:9][CH2:10][CH2:11][NH2:12])=[O:8]. The catalyst class is: 8. (5) Reactant: [NH2:1][C@H:2]1[C@H:6]([OH:7])[CH2:5][N:4]([C:8]([O:10][CH2:11][C:12]2[CH:17]=[CH:16][CH:15]=[CH:14][CH:13]=2)=[O:9])[CH2:3]1.[C:18](O[C:18]([O:20][C:21]([CH3:24])([CH3:23])[CH3:22])=[O:19])([O:20][C:21]([CH3:24])([CH3:23])[CH3:22])=[O:19].CCN(CC)CC. Product: [C:21]([O:20][C:18]([NH:1][CH:2]1[CH:6]([OH:7])[CH2:5][N:4]([C:8]([O:10][CH2:11][C:12]2[CH:17]=[CH:16][CH:15]=[CH:14][CH:13]=2)=[O:9])[CH2:3]1)=[O:19])([CH3:24])([CH3:23])[CH3:22]. The catalyst class is: 2. (6) Reactant: [CH3:1][O:2][C:3](=[O:15])[CH2:4][O:5][C:6]1[CH:11]=[CH:10][C:9]([Cl:12])=[CH:8][C:7]=1[CH:13]=O.[Cl:16][C:17]1[CH:25]=[C:24]2[C:20]([CH2:21][C:22](=[O:26])[NH:23]2)=[CH:19][CH:18]=1.N1CCCC1. Product: [CH3:1][O:2][C:3](=[O:15])[CH2:4][O:5][C:6]1[CH:11]=[CH:10][C:9]([Cl:12])=[CH:8][C:7]=1/[CH:13]=[C:21]1\[C:22](=[O:26])[NH:23][C:24]2[C:20]\1=[CH:19][CH:18]=[C:17]([Cl:16])[CH:25]=2. The catalyst class is: 5.